Dataset: Retrosynthesis with 50K atom-mapped reactions and 10 reaction types from USPTO. Task: Predict the reactants needed to synthesize the given product. (1) Given the product CC(=O)Nc1ccc2ccc(S(=O)(=O)Nc3ccc(Cl)c(C(=O)O)c3)cc2c1, predict the reactants needed to synthesize it. The reactants are: CC(=O)Nc1ccc2ccc(S(=O)(=O)Cl)cc2c1.Nc1ccc(Cl)c(C(=O)O)c1. (2) Given the product O=C(O)c1ccn(-c2ccc(Cl)c(F)c2)n1, predict the reactants needed to synthesize it. The reactants are: CCOC(=O)c1ccn(-c2ccc(Cl)c(F)c2)n1. (3) Given the product CN1CCC(=NO)CC1, predict the reactants needed to synthesize it. The reactants are: CN1CCC(=O)CC1.NO.